Dataset: Catalyst prediction with 721,799 reactions and 888 catalyst types from USPTO. Task: Predict which catalyst facilitates the given reaction. (1) Reactant: [OH-:1].[Na+].[Cl:3][C:4]1[CH:5]=[C:6]2[C:10](=[CH:11][C:12]=1[Cl:13])[C:9](=O)[N:8]([C:15]1[CH:19]=[CH:18][S:17][C:16]=1[C:20]([NH2:22])=[O:21])[C:7]2=[O:23]. Product: [Cl:13][C:12]1[C:4]([Cl:3])=[CH:5][C:6]([C:7]([OH:23])=[O:1])=[C:10]([C:9]2[NH:22][C:20](=[O:21])[C:16]3[S:17][CH:18]=[CH:19][C:15]=3[N:8]=2)[CH:11]=1. The catalyst class is: 36. (2) Reactant: [Cl:1][C:2]1[CH:3]=[CH:4][CH:5]=[C:6]2[C:11]=1[C:10]([C:12]([N:14]([CH3:16])[CH3:15])=[O:13])=[CH:9][CH:8]=[C:7]2[O:17]C.B(Br)(Br)Br. Product: [Cl:1][C:2]1[CH:3]=[CH:4][CH:5]=[C:6]2[C:11]=1[C:10]([C:12]([N:14]([CH3:15])[CH3:16])=[O:13])=[CH:9][CH:8]=[C:7]2[OH:17]. The catalyst class is: 2.